Dataset: Reaction yield outcomes from USPTO patents with 853,638 reactions. Task: Predict the reaction yield, written as a fraction of the theoretical maximum amount of product (1.0 means a 100% yield; for example, 0.34 means a 34% yield). The reactants are F[C:2]1[CH:7]=[CH:6][CH:5]=[CH:4][C:3]=1[S:8]([N:11]1[CH2:16][CH2:15][O:14][CH2:13][CH2:12]1)(=[O:10])=[O:9].C(=O)([O-])[O-].[K+].[K+].[CH2:23]([SH:30])[C:24]1[CH:29]=[CH:28][CH:27]=[CH:26][CH:25]=1. The catalyst is CN(C)C=O. The product is [CH2:23]([S:30][C:2]1[CH:7]=[CH:6][CH:5]=[CH:4][C:3]=1[S:8]([N:11]1[CH2:16][CH2:15][O:14][CH2:13][CH2:12]1)(=[O:10])=[O:9])[C:24]1[CH:29]=[CH:28][CH:27]=[CH:26][CH:25]=1. The yield is 0.850.